This data is from Full USPTO retrosynthesis dataset with 1.9M reactions from patents (1976-2016). The task is: Predict the reactants needed to synthesize the given product. (1) Given the product [OH:8][CH2:9][C:10]1[N:15]=[CH:14][C:13]2[N:16]=[CH:17][N:18]([C:19]3[S:23][C:22]([C:24]([NH2:26])=[O:25])=[C:21]([O:27][C@@H:28]([C:30]4[CH:35]=[CH:34][CH:33]=[CH:32][C:31]=4[C:36]([F:37])([F:38])[F:39])[CH3:29])[CH:20]=3)[C:12]=2[CH:11]=1, predict the reactants needed to synthesize it. The reactants are: [Si]([O:8][CH2:9][C:10]1[N:15]=[CH:14][C:13]2[N:16]=[CH:17][N:18]([C:19]3[S:23][C:22]([C:24]([NH2:26])=[O:25])=[C:21]([O:27][C@@H:28]([C:30]4[CH:35]=[CH:34][CH:33]=[CH:32][C:31]=4[C:36]([F:39])([F:38])[F:37])[CH3:29])[CH:20]=3)[C:12]=2[CH:11]=1)(C(C)(C)C)(C)C. (2) Given the product [CH3:1][N:2]1[CH2:9][C@@H:8]2[C@@H:4]([N:5]([C:10]3[CH:11]=[CH:12][C:13]([N:16]4[CH2:17][CH2:18][N:19]([C:23]5[S:24][CH:25]=[CH:26][N:27]=5)[CH2:20][CH2:21]4)=[CH:14][CH:15]=3)[CH2:6][CH2:7]2)[CH2:3]1, predict the reactants needed to synthesize it. The reactants are: [CH3:1][N:2]1[CH2:9][C@@H:8]2[C@@H:4]([N:5]([C:10]3[CH:15]=[CH:14][C:13]([N:16]4[CH2:21][CH2:20][NH:19][CH2:18][CH2:17]4)=[CH:12][CH:11]=3)[CH2:6][CH2:7]2)[CH2:3]1.Br[C:23]1[S:24][CH:25]=[CH:26][N:27]=1.C1(P(C2C=CC=CC=2)C2C=CC3C(=CC=CC=3)C=2C2C3C(=CC=CC=3)C=CC=2P(C2C=CC=CC=2)C2C=CC=CC=2)C=CC=CC=1.CC(C)([O-])C.[Na+].